From a dataset of Full USPTO retrosynthesis dataset with 1.9M reactions from patents (1976-2016). Predict the reactants needed to synthesize the given product. (1) The reactants are: [C:1]([O:4][CH2:5][CH2:6][NH:7][C:8](=[O:22])[C@@H:9]([NH2:21])[CH2:10][C:11]1[CH:16]=[CH:15][C:14]([O:17][CH:18]([F:20])[F:19])=[CH:13][CH:12]=1)(=[O:3])[CH3:2].[F:23][C:24]([F:38])([F:37])[CH2:25][CH2:26][O:27][C:28]1[CH:36]=[CH:35][C:31]([C:32](O)=[O:33])=[CH:30][CH:29]=1. Given the product [C:1]([O:4][CH2:5][CH2:6][NH:7][C:8](=[O:22])[C@@H:9]([NH:21][C:32](=[O:33])[C:31]1[CH:35]=[CH:36][C:28]([O:27][CH2:26][CH2:25][C:24]([F:38])([F:37])[F:23])=[CH:29][CH:30]=1)[CH2:10][C:11]1[CH:12]=[CH:13][C:14]([O:17][CH:18]([F:19])[F:20])=[CH:15][CH:16]=1)(=[O:3])[CH3:2], predict the reactants needed to synthesize it. (2) Given the product [NH2:1][C:2]1[C:7]([C:8]#[N:9])=[C:6]([C:10]2[CH:15]=[C:14]([F:16])[CH:13]=[CH:12][C:11]=2[F:17])[C:5]([C:18]#[N:19])=[C:4]([Cl:23])[N:3]=1, predict the reactants needed to synthesize it. The reactants are: [NH2:1][C:2]1[C:7]([C:8]#[N:9])=[C:6]([C:10]2[CH:15]=[C:14]([F:16])[CH:13]=[CH:12][C:11]=2[F:17])[C:5]([C:18]#[N:19])=[C:4](O)[N:3]=1.P(Cl)(Cl)([Cl:23])=O. (3) Given the product [CH2:1]([NH:8][S:9]([C:12]1[CH:13]=[C:14]([CH:18]=[CH:19][C:20]([Cl:23])=[O:22])[CH:15]=[CH:16][CH:17]=1)(=[O:11])=[O:10])[C:2]1[CH:7]=[CH:6][CH:5]=[CH:4][CH:3]=1, predict the reactants needed to synthesize it. The reactants are: [CH2:1]([NH:8][S:9]([C:12]1[CH:13]=[C:14]([CH:18]=[CH:19][C:20]([OH:22])=O)[CH:15]=[CH:16][CH:17]=1)(=[O:11])=[O:10])[C:2]1[CH:7]=[CH:6][CH:5]=[CH:4][CH:3]=1.[Cl:23]CCl. (4) Given the product [ClH:3].[Cl:3][C:4]1[CH:9]=[CH:8][C:7]([C:10]2[CH:15]=[CH:14][C:13]([O:16][C:17]([F:20])([F:19])[F:18])=[C:12]([CH2:21][NH:22][C@H:23]3[CH2:28][CH2:27][N:26]([C:43]([CH:41]4[CH2:40][C:39](=[O:46])[NH:38][C:37](=[O:36])[CH2:42]4)=[O:44])[CH2:25][C@H:24]3[C:29]3[CH:34]=[CH:33][CH:32]=[CH:31][CH:30]=3)[CH:11]=2)=[C:6]([F:35])[CH:5]=1, predict the reactants needed to synthesize it. The reactants are: Cl.Cl.[Cl:3][C:4]1[CH:9]=[CH:8][C:7]([C:10]2[CH:15]=[CH:14][C:13]([O:16][C:17]([F:20])([F:19])[F:18])=[C:12]([CH2:21][NH:22][C@H:23]3[CH2:28][CH2:27][NH:26][CH2:25][C@H:24]3[C:29]3[CH:34]=[CH:33][CH:32]=[CH:31][CH:30]=3)[CH:11]=2)=[C:6]([F:35])[CH:5]=1.[O:36]=[C:37]1[CH2:42][CH:41]([C:43](O)=[O:44])[CH2:40][C:39](=[O:46])[NH:38]1.CCN=C=NCCCN(C)C.Cl.C1C=CC2N(O)N=NC=2C=1.Cl.C(OCC)(=O)C.